Dataset: Full USPTO retrosynthesis dataset with 1.9M reactions from patents (1976-2016). Task: Predict the reactants needed to synthesize the given product. (1) The reactants are: [C:1]([O:5][C:6]([NH:8][C:9]1[CH:10]=[C:11]([C:18]([OH:20])=[O:19])[N:12]([CH2:14][CH:15]2[CH2:17][CH2:16]2)[CH:13]=1)=[O:7])([CH3:4])([CH3:3])[CH3:2].C(N(C(C)C)CC)(C)C.FC(F)(F)C(O)=O.[F:37][C:38]1[C:43](O)=[C:42]([F:45])[C:41]([F:46])=[C:40]([F:47])[C:39]=1[F:48]. Given the product [F:37][C:38]1[C:43]([O:19][C:18]([C:11]2[N:12]([CH2:14][CH:15]3[CH2:16][CH2:17]3)[CH:13]=[C:9]([NH:8][C:6]([O:5][C:1]([CH3:4])([CH3:2])[CH3:3])=[O:7])[CH:10]=2)=[O:20])=[C:42]([F:45])[C:41]([F:46])=[C:40]([F:47])[C:39]=1[F:48], predict the reactants needed to synthesize it. (2) Given the product [NH2:12][C:11]1[CH:13]=[C:7]([N:4]2[CH2:3][CH2:2][O:1][CH2:6][CH2:5]2)[CH:8]=[CH:9][C:10]=1[NH2:14], predict the reactants needed to synthesize it. The reactants are: [O:1]1[CH2:6][CH2:5][N:4]([C:7]2[CH:8]=[CH:9][C:10]([N+:14]([O-])=O)=[C:11]([CH:13]=2)[NH2:12])[CH2:3][CH2:2]1. (3) Given the product [CH3:22][C:7]1([CH3:21])[C:8]2[NH:9][C:10]3[C:15](=[CH:14][CH:13]=[C:12]([C:19]#[N:20])[CH:11]=3)[C:16]=2[C:17](=[O:18])[C:5]2[CH:4]=[CH:3][C:2]([O:1][CH2:27][CH2:26][S:25][CH3:24])=[CH:23][C:6]1=2, predict the reactants needed to synthesize it. The reactants are: [OH:1][C:2]1[CH:3]=[CH:4][C:5]2[C:17](=[O:18])[C:16]3[C:15]4[C:10](=[CH:11][C:12]([C:19]#[N:20])=[CH:13][CH:14]=4)[NH:9][C:8]=3[C:7]([CH3:22])([CH3:21])[C:6]=2[CH:23]=1.[CH3:24][S:25][CH2:26][CH2:27]O. (4) Given the product [CH3:1][C:2]1[N:7]=[CH:6][C:5]([C:8]([N:10]2[CH2:15][CH2:14][N:13]([S:25]([C:22]3[CH:21]=[CH:20][C:19]([O:18][C:17]([F:16])([F:29])[F:30])=[CH:24][CH:23]=3)(=[O:27])=[O:26])[CH2:12][CH2:11]2)=[O:9])=[CH:4][CH:3]=1, predict the reactants needed to synthesize it. The reactants are: [CH3:1][C:2]1[N:7]=[CH:6][C:5]([C:8]([N:10]2[CH2:15][CH2:14][NH:13][CH2:12][CH2:11]2)=[O:9])=[CH:4][CH:3]=1.[F:16][C:17]([F:30])([F:29])[O:18][C:19]1[CH:24]=[CH:23][C:22]([S:25](Cl)(=[O:27])=[O:26])=[CH:21][CH:20]=1.CCN(C(C)C)C(C)C. (5) The reactants are: C(NC1C=CC([C:16]2[CH:24]=[C:23]3[C:19](C[N:21]([C@@H:26]([CH:31]([CH3:33])C)[C:27](OC)=[O:28])[C:22]3=[O:25])=[CH:18][CH:17]=2)=CC=1)(=O)C1C=CC=CC=1.[NH2:34][C:35]1[CH:40]=[CH:39][C:38]([C:41]2[CH:49]=[C:48]3[C:44]([CH2:45][N:46]([CH:51]4[CH2:56][CH2:55][CH2:54][CH:53]([C:57]([O:59][CH3:60])=[O:58])[CH2:52]4)[C:47]3=[O:50])=[CH:43][CH:42]=2)=[CH:37][CH:36]=1.CC1OC(C2C=CC=CC=2)=NC=1C(Cl)=O. Given the product [CH3:33][C:31]1[O:25][C:22]([C:23]2[CH:19]=[CH:18][CH:17]=[CH:16][CH:24]=2)=[N:21][C:26]=1[C:27]([NH:34][C:35]1[CH:36]=[CH:37][C:38]([C:41]2[CH:49]=[C:48]3[C:44]([CH2:45][N:46]([CH:51]4[CH2:56][CH2:55][CH2:54][CH:53]([C:57]([O:59][CH3:60])=[O:58])[CH2:52]4)[C:47]3=[O:50])=[CH:43][CH:42]=2)=[CH:39][CH:40]=1)=[O:28], predict the reactants needed to synthesize it. (6) The reactants are: [N:1]([C:4]1[CH:9]=[CH:8][C:7]([C:10]([F:13])([F:12])[F:11])=[CH:6][CH:5]=1)=[C:2]=[O:3].C(OC([N:21]1[CH2:26][CH:25]2[CH2:27][CH:22]1[CH2:23][NH:24]2)=O)(C)(C)C.FC(F)(F)C(O)=O.[OH-].[Na+]. Given the product [F:13][C:10]([F:11])([F:12])[C:7]1[CH:6]=[CH:5][C:4]([NH:1][C:2]([N:21]2[CH2:26][CH:25]3[CH2:27][CH:22]2[CH2:23][NH:24]3)=[O:3])=[CH:9][CH:8]=1, predict the reactants needed to synthesize it. (7) Given the product [Cl:1][C:2]1[CH:3]=[C:4]([CH:7]=[C:8]([O:10][C:11]2[C:16](=[O:17])[N:15]([CH2:18][C:19]3[CH:24]=[C:23]([C:32]4[CH:37]=[CH:36][CH:35]=[CH:34][CH:33]=4)[N:22]=[N:21][C:20]=3[O:26][CH3:27])[CH:14]=[N:13][C:12]=2[C:28]([F:30])([F:29])[F:31])[CH:9]=1)[C:5]#[N:6], predict the reactants needed to synthesize it. The reactants are: [Cl:1][C:2]1[CH:3]=[C:4]([CH:7]=[C:8]([O:10][C:11]2[C:16](=[O:17])[N:15]([CH2:18][C:19]3[CH:24]=[C:23](Cl)[N:22]=[N:21][C:20]=3[O:26][CH3:27])[CH:14]=[N:13][C:12]=2[C:28]([F:31])([F:30])[F:29])[CH:9]=1)[C:5]#[N:6].[C:32]1(B(O)O)[CH:37]=[CH:36][CH:35]=[CH:34][CH:33]=1.[O-]P([O-])([O-])=O.[K+].[K+].[K+]. (8) Given the product [NH2:2][C:10]1[C:11]([F:20])=[C:12]([CH:17]=[CH:18][CH:19]=1)[C:13]([O:15][CH3:16])=[O:14], predict the reactants needed to synthesize it. The reactants are: C(=O)(OC(C)(C)C)[NH2:2].Br[C:10]1[C:11]([F:20])=[C:12]([CH:17]=[CH:18][CH:19]=1)[C:13]([O:15][CH3:16])=[O:14].C(Cl)(Cl)Cl.C(=O)([O-])[O-].[Cs+].[Cs+].N#N.C(O)(C(F)(F)F)=O. (9) Given the product [CH:1]1([C:4]2[N:5]=[CH:6][N:7]([C:9]3[CH:32]=[C:14]4[C:15]5[C:20]([CH2:21][CH2:22][N:13]4[C:12](=[O:33])[CH2:11][N:10]=3)=[C:19]([C:35]3[CH:40]=[N:39][C:38]([F:41])=[CH:37][N:36]=3)[CH:18]=[CH:17][CH:16]=5)[CH:8]=2)[CH2:2][CH2:3]1, predict the reactants needed to synthesize it. The reactants are: [CH:1]1([C:4]2[N:5]=[CH:6][N:7]([C:9]3[CH:32]=[C:14]4[C:15]5[C:20]([CH2:21][CH2:22][N:13]4[C:12](=[O:33])[CH2:11][N:10]=3)=[C:19](B3OC(C)(C)C(C)(C)O3)[CH:18]=[CH:17][CH:16]=5)[CH:8]=2)[CH2:3][CH2:2]1.Br[C:35]1[CH:40]=[N:39][C:38]([F:41])=[CH:37][N:36]=1.C([O-])([O-])=O.[Na+].[Na+]. (10) Given the product [CH3:12][O:11][C:10]1[CH:9]=[C:8]2[C:4](=[CH:3][C:2]=1[NH:1][S:21]([CH3:20])(=[O:23])=[O:22])[C:5](=[O:19])[N:6]([CH2:14][C:15]([O:17][CH3:18])=[O:16])[C:7]2=[O:13], predict the reactants needed to synthesize it. The reactants are: [NH2:1][C:2]1[CH:3]=[C:4]2[C:8](=[CH:9][C:10]=1[O:11][CH3:12])[C:7](=[O:13])[N:6]([CH2:14][C:15]([O:17][CH3:18])=[O:16])[C:5]2=[O:19].[CH3:20][S:21](Cl)(=[O:23])=[O:22].